This data is from Full USPTO retrosynthesis dataset with 1.9M reactions from patents (1976-2016). The task is: Predict the reactants needed to synthesize the given product. (1) Given the product [CH3:12][N:13]1[CH2:18][CH2:17][N:16]([CH2:2][C:3]2[CH:11]=[CH:10][C:6]([C:7]([OH:9])=[O:8])=[CH:5][CH:4]=2)[CH2:15][CH2:14]1, predict the reactants needed to synthesize it. The reactants are: Cl[CH2:2][C:3]1[CH:11]=[CH:10][C:6]([C:7]([OH:9])=[O:8])=[CH:5][CH:4]=1.[CH3:12][N:13]1[CH2:18][CH2:17][NH:16][CH2:15][CH2:14]1. (2) Given the product [CH2:14]([C:7]1[N:8]2[CH:13]=[CH:12][CH:11]=[CH:10][C:9]2=[C:5]([C:3]([OH:4])=[O:19])[N:6]=1)[CH2:15][CH3:16], predict the reactants needed to synthesize it. The reactants are: FC(F)(F)[C:3]([C:5]1[N:6]=[C:7]([CH2:14][CH2:15][CH3:16])[N:8]2[CH:13]=[CH:12][CH:11]=[CH:10][C:9]=12)=[O:4].[OH-:19].[K+]. (3) Given the product [NH2:1][C:2]1[C:7]([CH:8]=[O:9])=[C:6]([NH:25][C:21]2[CH:20]=[C:19]3[C:24](=[CH:23][CH:22]=2)[N:16]([CH2:15][C:14]2[CH:26]=[CH:27][CH:28]=[C:12]([F:11])[CH:13]=2)[N:17]=[CH:18]3)[N:5]=[CH:4][N:3]=1, predict the reactants needed to synthesize it. The reactants are: [NH2:1][C:2]1[C:7]([CH:8]=[O:9])=[C:6](Cl)[N:5]=[CH:4][N:3]=1.[F:11][C:12]1[CH:13]=[C:14]([CH:26]=[CH:27][CH:28]=1)[CH2:15][N:16]1[C:24]2[C:19](=[CH:20][C:21]([NH2:25])=[CH:22][CH:23]=2)[CH:18]=[N:17]1.C(N(C(C)C)CC)(C)C. (4) Given the product [CH2:18]([C:15]1[CH:14]=[CH:13][C:12]([C:10]#[C:11][C:2]2[CH:9]=[CH:8][C:5]([CH:6]=[O:7])=[CH:4][CH:3]=2)=[CH:17][CH:16]=1)[CH2:19][CH2:20][CH2:21][CH2:22][CH3:23], predict the reactants needed to synthesize it. The reactants are: Br[C:2]1[CH:9]=[CH:8][C:5]([CH:6]=[O:7])=[CH:4][CH:3]=1.[C:10]([C:12]1[CH:17]=[CH:16][C:15]([CH2:18][CH2:19][CH2:20][CH2:21][CH2:22][CH3:23])=[CH:14][CH:13]=1)#[CH:11].CCN(CC)CC.